From a dataset of Forward reaction prediction with 1.9M reactions from USPTO patents (1976-2016). Predict the product of the given reaction. (1) The product is: [Br:1][C:2]1[S:6][C:5]([C:7]2([C@H:9]3[CH2:14][CH2:13][C@H:12]([C:15]([O:17][CH2:18][CH3:19])=[O:16])[CH2:11][CH2:10]3)[CH2:8][O:28]2)=[N:4][CH:3]=1. Given the reactants [Br:1][C:2]1[S:6][C:5]([C:7]([C@H:9]2[CH2:14][CH2:13][C@H:12]([C:15]([O:17][CH2:18][CH3:19])=[O:16])[CH2:11][CH2:10]2)=[CH2:8])=[N:4][CH:3]=1.ClC1C=CC=C(C(OO)=[O:28])C=1, predict the reaction product. (2) Given the reactants [NH2:1][C:2]1[N:3]=[C:4]2[C:13]3[C:7]([CH2:8][CH:9]([C:14]([NH:16][CH2:17][CH2:18][CH2:19]Cl)=[O:15])[S:10][C:11]=3[N:12]=1)=[N:6][N:5]2[CH2:21][C:22]1[C:27]([CH3:28])=[C:26]([O:29][CH3:30])[C:25]([CH3:31])=[CH:24][N:23]=1.[CH2:32]([NH2:36])[CH:33]([CH3:35])[CH3:34], predict the reaction product. The product is: [NH2:1][C:2]1[N:3]=[C:4]2[C:13]3[C:7]([CH2:8][CH:9]([C:14]([NH:16][CH2:17][CH2:18][CH2:19][NH:36][CH2:32][CH:33]([CH3:35])[CH3:34])=[O:15])[S:10][C:11]=3[N:12]=1)=[N:6][N:5]2[CH2:21][C:22]1[C:27]([CH3:28])=[C:26]([O:29][CH3:30])[C:25]([CH3:31])=[CH:24][N:23]=1.